This data is from Full USPTO retrosynthesis dataset with 1.9M reactions from patents (1976-2016). The task is: Predict the reactants needed to synthesize the given product. (1) Given the product [F:25][C:26]1[CH:31]=[CH:30][N:29]=[C:28]([O:18][CH2:17][C@@H:16]2[CH2:15][C@@H:14]3[C@@H:12]([CH2:13]3)[CH2:11][N:10]2[C:8]([C:6]2[C:5]([C:19]3[N:24]=[CH:23][CH:22]=[CH:21][N:20]=3)=[CH:4][CH:3]=[C:2]([CH3:1])[N:7]=2)=[O:9])[CH:27]=1, predict the reactants needed to synthesize it. The reactants are: [CH3:1][C:2]1[N:7]=[C:6]([C:8]([N:10]2[C@H:16]([CH2:17][OH:18])[CH2:15][C@@H:14]3[C@@H:12]([CH2:13]3)[CH2:11]2)=[O:9])[C:5]([C:19]2[N:24]=[CH:23][CH:22]=[CH:21][N:20]=2)=[CH:4][CH:3]=1.[F:25][C:26]1[CH:31]=[CH:30][N:29]=[C:28](O)[CH:27]=1.P(CCCC)(CCCC)CCCC.CCOC(/N=N/C(OCC)=O)=O.C(P(=O)(CCCC)CCCC)CCC. (2) Given the product [C:1]([O:5][C:6]([N:8]1[CH2:12][CH2:11][CH:10]([O:13][Si:14]([C:17]([CH3:19])([CH3:18])[CH3:20])([CH3:16])[CH3:15])[CH:9]1[CH2:21][C:22]1[C:30]2[C:25](=[N:26][CH:27]=[CH:28][CH:29]=2)[NH:24][CH:23]=1)=[O:7])([CH3:2])([CH3:3])[CH3:4], predict the reactants needed to synthesize it. The reactants are: [C:1]([O:5][C:6]([N:8]1[CH2:12][CH2:11][CH:10]([O:13][Si:14]([C:17]([CH3:20])([CH3:19])[CH3:18])([CH3:16])[CH3:15])[CH:9]1[CH2:21][C:22]1[C:30]2[C:25](=[N:26][CH:27]=[CH:28][CH:29]=2)[N:24](C(=O)C)[CH:23]=1)=[O:7])([CH3:4])([CH3:3])[CH3:2].[OH-].[Na+]. (3) Given the product [CH3:27][N:26]1[CH2:29][CH2:30][N:32]([C:18]([C:17]2[CH:16]=[C:15]([NH:14][C:12]3[N:13]=[C:8]([C:5]4[CH:4]=[CH:3][C:2]([OH:1])=[CH:7][CH:6]=4)[CH:9]=[N:10][CH:11]=3)[CH:23]=[CH:22][CH:21]=2)=[O:19])[CH2:25][CH2:24]1, predict the reactants needed to synthesize it. The reactants are: [OH:1][C:2]1[CH:7]=[CH:6][C:5]([C:8]2[N:13]=[C:12]([NH:14][C:15]3[CH:16]=[C:17]([CH:21]=[CH:22][CH:23]=3)[C:18](O)=[O:19])[CH:11]=[N:10][CH:9]=2)=[CH:4][CH:3]=1.[CH2:24]([N:26]([CH2:29][CH3:30])[CH2:27]C)[CH3:25].C[N:32](C(ON1N=NC2C=CC=CC1=2)=[N+](C)C)C.[B-](F)(F)(F)F.